This data is from TCR-epitope binding with 47,182 pairs between 192 epitopes and 23,139 TCRs. The task is: Binary Classification. Given a T-cell receptor sequence (or CDR3 region) and an epitope sequence, predict whether binding occurs between them. (1) The epitope is FLNGSCGSV. The TCR CDR3 sequence is CASSGAEREASIDTQYF. Result: 1 (the TCR binds to the epitope). (2) The epitope is RQLLFVVEV. The TCR CDR3 sequence is CASSPNRPATNEKLFF. Result: 1 (the TCR binds to the epitope). (3) The epitope is WICLLQFAY. The TCR CDR3 sequence is CASSVGRQETQYF. Result: 0 (the TCR does not bind to the epitope).